From a dataset of Peptide-MHC class I binding affinity with 185,985 pairs from IEDB/IMGT. Regression. Given a peptide amino acid sequence and an MHC pseudo amino acid sequence, predict their binding affinity value. This is MHC class I binding data. (1) The peptide sequence is ATYGTAVNK. The MHC is HLA-A02:01 with pseudo-sequence HLA-A02:01. The binding affinity (normalized) is 0.0847. (2) The peptide sequence is ETIEILRNY. The MHC is HLA-B38:01 with pseudo-sequence HLA-B38:01. The binding affinity (normalized) is 0.0847. (3) The peptide sequence is RHVKPTGSAVVGLSM. The MHC is HLA-B44:03 with pseudo-sequence HLA-B44:03. The binding affinity (normalized) is 0. (4) The peptide sequence is VLIAGIILL. The MHC is HLA-A02:06 with pseudo-sequence HLA-A02:06. The binding affinity (normalized) is 0.431. (5) The peptide sequence is DLLFKLLEYSN. The MHC is H-2-Kb with pseudo-sequence H-2-Kb. The binding affinity (normalized) is 0.182. (6) The peptide sequence is HTPVNSWLGNI. The MHC is Mamu-A01 with pseudo-sequence Mamu-A01. The binding affinity (normalized) is 0.583. (7) The peptide sequence is RDITAFEGL. The MHC is HLA-B35:01 with pseudo-sequence HLA-B35:01. The binding affinity (normalized) is 0.0847. (8) The peptide sequence is YAYEPGSVM. The MHC is HLA-B15:09 with pseudo-sequence HLA-B15:09. The binding affinity (normalized) is 0.390. (9) The peptide sequence is AQRAAGPSV. The MHC is HLA-B27:20 with pseudo-sequence HLA-B27:20. The binding affinity (normalized) is 1.00.